From a dataset of Full USPTO retrosynthesis dataset with 1.9M reactions from patents (1976-2016). Predict the reactants needed to synthesize the given product. (1) Given the product [CH3:20][S:21]([C:24]1[CH:25]=[C:26]([CH:30]=[C:31]([C:33]([F:36])([F:35])[F:34])[CH:32]=1)[C:27]([N:2]([CH3:1])[C:3]1[CH:4]=[N:5][CH:6]=[CH:7][C:8]=1[C:9]1[CH:14]=[CH:13][CH:12]=[CH:11][C:10]=1[O:15][C:16]([F:19])([F:17])[F:18])=[O:29])(=[O:22])=[O:23], predict the reactants needed to synthesize it. The reactants are: [CH3:1][NH:2][C:3]1[CH:4]=[N:5][CH:6]=[CH:7][C:8]=1[C:9]1[CH:14]=[CH:13][CH:12]=[CH:11][C:10]=1[O:15][C:16]([F:19])([F:18])[F:17].[CH3:20][S:21]([C:24]1[CH:25]=[C:26]([CH:30]=[C:31]([C:33]([F:36])([F:35])[F:34])[CH:32]=1)[C:27]([OH:29])=O)(=[O:23])=[O:22]. (2) Given the product [O:1]=[C:2]1[C:11]2[C:6](=[CH:7][CH:8]=[C:9]([C:12]3[CH:26]=[CH:25][C:15]([CH2:16][N:17]4[CH2:20][CH:19]([C:21]([OH:23])=[O:22])[CH2:18]4)=[CH:14][CH:13]=3)[CH:10]=2)[O:5][C:4]([C:27]2[CH:32]=[CH:31][CH:30]=[CH:29][CH:28]=2)=[CH:3]1, predict the reactants needed to synthesize it. The reactants are: [O:1]=[C:2]1[C:11]2[C:6](=[CH:7][CH:8]=[C:9]([C:12]3[CH:26]=[CH:25][C:15]([CH2:16][N:17]4[CH2:20][CH:19]([C:21]([O:23]C)=[O:22])[CH2:18]4)=[CH:14][CH:13]=3)[CH:10]=2)[O:5][C:4]([C:27]2[CH:32]=[CH:31][CH:30]=[CH:29][CH:28]=2)=[CH:3]1.COC(C1CN(CC2C=CC(OCC3C4C=C(Cl)C=CC=4OC=3)=CC=2)C1)=O. (3) Given the product [ClH:52].[ClH:52].[C:1]([C:3]1[CH:51]=[CH:50][C:6]2[N:7]([CH2:36][C:37]3[C:46]4[C:41](=[CH:42][CH:43]=[CH:44][CH:45]=4)[N:40]=[CH:39][C:38]=3[CH:47]3[CH2:49][CH2:48]3)[C:8](=[O:35])[C@@H:9]([NH:21][C:22](=[O:34])[C@@H:23]([NH:25][CH3:26])[CH3:24])[C@H:10]([CH3:20])[N:11]([C:12]([CH:14]3[CH2:19][CH2:18][O:17][CH2:16][CH2:15]3)=[O:13])[C:5]=2[CH:4]=1)#[N:2], predict the reactants needed to synthesize it. The reactants are: [C:1]([C:3]1[CH:51]=[CH:50][C:6]2[N:7]([CH2:36][C:37]3[C:46]4[C:41](=[CH:42][CH:43]=[CH:44][CH:45]=4)[N:40]=[CH:39][C:38]=3[CH:47]3[CH2:49][CH2:48]3)[C:8](=[O:35])[C@@H:9]([NH:21][C:22](=[O:34])[C@@H:23]([N:25](C)[C:26](=O)OC(C)(C)C)[CH3:24])[C@H:10]([CH3:20])[N:11]([C:12]([CH:14]3[CH2:19][CH2:18][O:17][CH2:16][CH2:15]3)=[O:13])[C:5]=2[CH:4]=1)#[N:2].[ClH:52]. (4) Given the product [CH3:27][O:28][C:29](=[O:40])[C@H:30]([NH:39][C:22](=[O:23])[C:21]1[CH:20]=[CH:19][C:18]([S:15](=[O:16])(=[O:17])[NH:14][C:9]2[CH:10]=[CH:11][CH:12]=[CH:13][C:8]=2[O:1][C:2]2[CH:7]=[CH:6][CH:5]=[CH:4][CH:3]=2)=[CH:26][CH:25]=1)[CH2:31][C:32]1[CH:37]=[CH:36][C:35]([OH:38])=[CH:34][CH:33]=1, predict the reactants needed to synthesize it. The reactants are: [O:1]([C:8]1[CH:13]=[CH:12][CH:11]=[CH:10][C:9]=1[NH:14][S:15]([C:18]1[CH:26]=[CH:25][C:21]([C:22](O)=[O:23])=[CH:20][CH:19]=1)(=[O:17])=[O:16])[C:2]1[CH:7]=[CH:6][CH:5]=[CH:4][CH:3]=1.[CH3:27][O:28][C:29](=[O:40])[C@H:30]([NH2:39])[CH2:31][C:32]1[CH:37]=[CH:36][C:35]([OH:38])=[CH:34][CH:33]=1. (5) Given the product [I:1][C:2]1[CH:7]=[CH:6][C:5]([S:8]([C:13]2[C:14]([CH3:19])=[CH:15][C:16]([CH3:18])=[CH:17][C:12]=2[CH3:20])(=[O:10])=[O:9])=[CH:4][CH:3]=1, predict the reactants needed to synthesize it. The reactants are: [I:1][C:2]1[CH:7]=[CH:6][C:5]([S:8](Cl)(=[O:10])=[O:9])=[CH:4][CH:3]=1.[C:12]1([CH3:20])[CH:17]=[C:16]([CH3:18])[CH:15]=[C:14]([CH3:19])[CH:13]=1.[Al+3].[Cl-].[Cl-].[Cl-].Cl. (6) Given the product [Cl:1][CH2:2][C@@H:3]([OH:10])[CH2:4][C:5]([O:7][CH2:8][CH3:9])=[O:6], predict the reactants needed to synthesize it. The reactants are: [Cl:1][CH2:2][C:3](=[O:10])[CH2:4][C:5]([O:7][CH2:8][CH3:9])=[O:6]. (7) Given the product [C:36]([O:35][C:33](=[O:34])[CH2:32][CH2:31][CH2:30][N:8]1[C:9](=[O:10])[N:5]([CH2:4][C:3]([O:2][CH3:1])=[O:18])[N:6]=[C:7]1[C:11]1[CH:16]=[CH:15][C:14]([Cl:17])=[CH:13][CH:12]=1)([CH3:39])([CH3:38])[CH3:37], predict the reactants needed to synthesize it. The reactants are: [CH3:1][O:2][C:3](=[O:18])[CH2:4][N:5]1[C:9](=[O:10])[NH:8][C:7]([C:11]2[CH:16]=[CH:15][C:14]([Cl:17])=[CH:13][CH:12]=2)=[N:6]1.[Li+].C[Si]([N-][Si](C)(C)C)(C)C.Br[CH2:30][CH2:31][CH2:32][C:33]([O:35][C:36]([CH3:39])([CH3:38])[CH3:37])=[O:34].Cl.